This data is from Full USPTO retrosynthesis dataset with 1.9M reactions from patents (1976-2016). The task is: Predict the reactants needed to synthesize the given product. (1) Given the product [CH3:1][C:2]1[NH:6][C:5]2[CH:7]=[C:8]([C:11]([O:22][CH3:21])=[O:12])[CH:9]=[CH:10][C:4]=2[N:3]=1, predict the reactants needed to synthesize it. The reactants are: [CH3:1][C:2]1[NH:6][C:5]2[CH:7]=[C:8]([CH2:11][OH:12])[CH:9]=[CH:10][C:4]=2[N:3]=1.[H-].[Al+3].[Li+].[H-].[H-].[H-].[C@H](O)(C([O-])=O)[C@@H](O)[C:21]([O-])=[O:22].[Na+].[K+]. (2) Given the product [NH2:1][C:2]1[CH:3]=[C:4]([CH:8]=[C:9]([O:13][CH3:12])[CH:10]=1)[C:5]([NH2:7])=[O:6], predict the reactants needed to synthesize it. The reactants are: [NH2:1][C:2]1[CH:3]=[C:4]([CH:8]=[C:9](C)[CH:10]=1)[C:5]([NH2:7])=[O:6].[CH3:12][O:13]C1C=C(C=C([N+]([O-])=O)C=1)C(O)=O.N. (3) Given the product [C:20]([N:13]1[C:14]2[C:19](=[CH:18][CH:17]=[CH:16][CH:15]=2)[C:11]([C:9]([OH:10])=[O:8])=[CH:12]1)(=[O:22])[NH2:21], predict the reactants needed to synthesize it. The reactants are: C([O:8][C:9]([C:11]1[C:19]2[C:14](=[CH:15][CH:16]=[CH:17][CH:18]=2)[N:13]([C:20](=[O:22])[NH2:21])[CH:12]=1)=[O:10])C1C=CC=CC=1.